From a dataset of Forward reaction prediction with 1.9M reactions from USPTO patents (1976-2016). Predict the product of the given reaction. (1) The product is: [C:69]([CH2:68][C:44]1[CH:53]=[C:52]([CH2:54][N:55]([C:57]([O:59][C:60]([CH3:63])([CH3:62])[CH3:61])=[O:58])[CH3:56])[CH:51]=[CH:50][C:45]=1[C:46]([O:48][CH3:49])=[O:47])#[N:70]. Given the reactants CC1(C)C2C(=C(P(C3C=CC=CC=3)C3C=CC=CC=3)C=CC=2)OC2C(P(C3C=CC=CC=3)C3C=CC=CC=3)=CC=CC1=2.Br[C:44]1[CH:53]=[C:52]([CH2:54][N:55]([C:57]([O:59][C:60]([CH3:63])([CH3:62])[CH3:61])=[O:58])[CH3:56])[CH:51]=[CH:50][C:45]=1[C:46]([O:48][CH3:49])=[O:47].C[Si]([CH2:68][C:69]#[N:70])(C)C, predict the reaction product. (2) Given the reactants CO[C:3]1[CH:8]=[C:7]([O:9][CH3:10])[CH:6]=[CH:5][C:4]=1[NH:11][C:12]1[N:23]=[CH:22][CH:21]=[CH:20][C:13]=1[C:14]([NH:16][CH2:17][C:18]#[CH:19])=[O:15].[N:24]([CH2:27][C:28]1[CH:33]=[C:32]([O:34][CH3:35])[CH:31]=[C:30]([O:36][CH3:37])[CH:29]=1)=[N+:25]=[N-:26].O.O=C1O[C@H]([C@H](CO)O)C([O-])=C1O.[Na+], predict the reaction product. The product is: [CH3:35][O:34][C:32]1[CH:33]=[C:28]([CH:29]=[C:30]([O:36][CH3:37])[CH:31]=1)[CH2:27][N:24]1[CH:19]=[C:18]([CH2:17][NH:16][C:14](=[O:15])[C:13]2[CH:20]=[CH:21][CH:22]=[N:23][C:12]=2[NH:11][C:4]2[CH:3]=[CH:8][C:7]([O:9][CH3:10])=[CH:6][CH:5]=2)[N:26]=[N:25]1. (3) Given the reactants [Cl:1][C:2]1[CH:7]=[C:6](Cl)[N:5]=[C:4]([NH2:9])[N:3]=1.[C:10]1(/[CH:16]=[CH:17]/B(O)O)[CH:15]=[CH:14][CH:13]=[CH:12][CH:11]=1.C(=O)([O-])[O-].[Na+].[Na+], predict the reaction product. The product is: [Cl:1][C:2]1[CH:7]=[C:6](/[CH:17]=[CH:16]/[C:10]2[CH:15]=[CH:14][CH:13]=[CH:12][CH:11]=2)[N:5]=[C:4]([NH2:9])[N:3]=1. (4) Given the reactants [CH2:1]([O:3][C:4](=[O:19])[C:5](=[CH:15]N(C)C)[C:6](=O)[CH2:7][CH2:8][C:9]([O:11][CH2:12][CH3:13])=[O:10])[CH3:2].[C:20](#[N:24])[CH2:21][C:22]#[N:23].C(O)(=[O:27])C, predict the reaction product. The product is: [C:22]([C:21]1[C:20]([OH:27])=[N:24][C:6]([CH2:7][CH2:8][C:9]([O:11][CH2:12][CH3:13])=[O:10])=[C:5]([CH:15]=1)[C:4]([O:3][CH2:1][CH3:2])=[O:19])#[N:23]. (5) Given the reactants [C:1]([CH:5]1[CH2:10][CH2:9][CH:8]([O:11][C:12]2[CH:13]=[C:14]3[C:19](=[CH:20][CH:21]=2)[CH:18]=[C:17]([CH2:22][N:23]2[CH2:28][CH2:27][C:26]([CH2:32]C)(C(O)=O)[CH2:25][CH2:24]2)[CH:16]=[CH:15]3)[CH2:7][CH2:6]1)([CH3:4])([CH3:3])[CH3:2].N1CCC(C[C:41]([OH:43])=[O:42])CC1.C(C1CCC(OC2C=C3C(=CC=2)C=C(C=O)C=C3)CC1)(C)(C)C.C(O[BH-](OC(=O)C)OC(=O)C)(=O)C.[Na+], predict the reaction product. The product is: [C:1]([CH:5]1[CH2:10][CH2:9][CH:8]([O:11][C:12]2[CH:13]=[C:14]3[C:19](=[CH:20][CH:21]=2)[CH:18]=[C:17]([CH2:22][N:23]2[CH2:24][CH2:25][CH:26]([CH2:32][C:41]([OH:43])=[O:42])[CH2:27][CH2:28]2)[CH:16]=[CH:15]3)[CH2:7][CH2:6]1)([CH3:3])([CH3:4])[CH3:2]. (6) The product is: [C:19]([N:3]1[C:4]2[C:9](=[CH:8][CH:7]=[CH:6][CH:5]=2)[CH2:10][C:2]1([CH3:1])[CH3:12])(=[O:21])[CH3:20]. Given the reactants [CH3:1][CH:2]1[CH2:10][C:9]2[C:4](=[CH:5][CH:6]=[CH:7][CH:8]=2)[N:3]1C.[CH2:12](N(CC)CC)C.[C:19](Cl)(=[O:21])[CH3:20], predict the reaction product.